From a dataset of Full USPTO retrosynthesis dataset with 1.9M reactions from patents (1976-2016). Predict the reactants needed to synthesize the given product. (1) The reactants are: [NH2:1][C:2]1[CH:3]=[C:4]2[CH:13]=[CH:12][CH:11]=[C:10]3[C:5]2=[C:6]([CH:22]=1)[C:7](=[O:21])[N:8]([CH2:15][CH2:16][CH2:17][C:18]([OH:20])=[O:19])[C:9]3=[O:14].[N-:23]=[N+:24]=[N-:25].[Na+].[CH3:27]OC(OC)OC. Given the product [O:14]=[C:9]1[C:10]2[C:5]3[C:4](=[CH:3][C:2]([N:1]4[CH:27]=[N:25][N:24]=[N:23]4)=[CH:22][C:6]=3[C:7](=[O:21])[N:8]1[CH2:15][CH2:16][CH2:17][C:18]([OH:20])=[O:19])[CH:13]=[CH:12][CH:11]=2, predict the reactants needed to synthesize it. (2) The reactants are: [Br:1][C:2]1[C:3](=[O:19])[NH:4][N:5]=[CH:6][C:7]=1[NH:8][C@@H:9]1[CH2:14][C@@H:13]2[CH2:15][C@@H:11]([C:12]2([CH3:17])[CH3:16])[C@H:10]1[CH3:18].Br[CH:21]1[CH2:25][CH2:24][CH2:23][CH2:22]1.C(=O)([O-])[O-].[K+].[K+]. Given the product [Br:1][C:2]1[C:3](=[O:19])[N:4]([CH:21]2[CH2:25][CH2:24][CH2:23][CH2:22]2)[N:5]=[CH:6][C:7]=1[NH:8][C@@H:9]1[CH2:14][C@@H:13]2[CH2:15][C@@H:11]([C:12]2([CH3:16])[CH3:17])[C@H:10]1[CH3:18], predict the reactants needed to synthesize it. (3) Given the product [F:19][C:18]([F:21])([F:20])[C:4]1[CH:5]=[CH:6][C:7]2[NH:8][C:9](=[O:17])[C:10]3[CH:15]=[CH:14][CH:13]=[CH:12][C:11]=3[O:16][C:2]=2[N:3]=1, predict the reactants needed to synthesize it. The reactants are: Cl[C:2]1[C:7]([NH:8][C:9](=[O:17])[C:10]2[CH:15]=[CH:14][CH:13]=[CH:12][C:11]=2[OH:16])=[CH:6][CH:5]=[C:4]([C:18]([F:21])([F:20])[F:19])[N:3]=1.C[O-].[Na+]. (4) Given the product [Br:1][CH2:2][C:3]([C:8]1[CH:13]=[CH:12][CH:11]=[CH:10][C:9]=1[Cl:15])([O:4][CH3:5])[O:6][CH3:7], predict the reactants needed to synthesize it. The reactants are: [Br:1][CH2:2][C:3]([C:8]1[CH:13]=[CH:12][C:11](Cl)=[CH:10][C:9]=1[Cl:15])([O:6][CH3:7])[O:4][CH3:5].BrCC(C1C=CC=CC=1Cl)=O.BrCC(C1C=CC(Cl)=CC=1Cl)=O. (5) Given the product [F:16][C:2]([F:1])([F:15])[CH2:3][O:4][C:5]1[CH:6]=[CH:7][C:8]([C:11]([OH:13])=[O:12])=[N:9][CH:10]=1, predict the reactants needed to synthesize it. The reactants are: [F:1][C:2]([F:16])([F:15])[CH2:3][O:4][C:5]1[CH:6]=[CH:7][C:8]([C:11]([O:13]C)=[O:12])=[N:9][CH:10]=1.[OH-].[Na+].